This data is from Forward reaction prediction with 1.9M reactions from USPTO patents (1976-2016). The task is: Predict the product of the given reaction. (1) Given the reactants [CH3:1][N:2]1[C:7]2=[CH:8][S:9][C:10](C)=[C:6]2[C:5](=[O:12])[N:4]([CH3:13])[C:3]1=[O:14].[F:15][C:16]1[C:21]([C:22]([F:25])([F:24])[F:23])=[C:20]([F:26])[CH:19]=[CH:18][C:17]=1[C:27]1[N:28]=[C:29]([NH2:32])[S:30][CH:31]=1.CCN=C=NC[CH2:39][CH2:40]N(C)C.Cl.C1C=CC2N([OH:54])N=NC=2C=1, predict the reaction product. The product is: [F:15][C:16]1[C:21]([C:22]([F:23])([F:24])[F:25])=[C:20]([F:26])[CH:19]=[CH:18][C:17]=1[C:27]1[N:28]=[C:29]([NH:32][C:39](=[O:54])[CH2:40][C:7]2[C:6]3[C:5](=[O:12])[N:4]([CH3:13])[C:3](=[O:14])[N:2]([CH3:1])[C:10]=3[S:9][CH:8]=2)[S:30][CH:31]=1. (2) Given the reactants [F:1][C@H:2]([CH2:13][CH2:14][C:15]1[N:16]=[N:17][C:18](I)=[CH:19][CH:20]=1)[CH2:3][N:4]1[CH:8]=[C:7]([C:9]([NH:11][CH3:12])=[O:10])[N:6]=[N:5]1.[CH3:22][C:23]1[N:28]=[C:27]([CH2:29][C:30]([NH2:32])=[O:31])[CH:26]=[C:25]([C:33]([F:36])([F:35])[F:34])[CH:24]=1.C([O-])([O-])=O.[Cs+].[Cs+].CC1(C)C2C(=C(P(C3C=CC=CC=3)C3C=CC=CC=3)C=CC=2)OC2C(P(C3C=CC=CC=3)C3C=CC=CC=3)=CC=CC1=2, predict the reaction product. The product is: [F:1][C@H:2]([CH2:13][CH2:14][C:15]1[N:16]=[N:17][C:18]([NH:32][C:30](=[O:31])[CH2:29][C:27]2[CH:26]=[C:25]([C:33]([F:34])([F:35])[F:36])[CH:24]=[C:23]([CH3:22])[N:28]=2)=[CH:19][CH:20]=1)[CH2:3][N:4]1[CH:8]=[C:7]([C:9]([NH:11][CH3:12])=[O:10])[N:6]=[N:5]1. (3) Given the reactants [CH3:1][C:2]1[CH:3]=[CH:4][C:5]([S:8]([OH:11])(=[O:10])=[O:9])=[CH:6][CH:7]=1.[NH:12]([CH3:14])[CH3:13], predict the reaction product. The product is: [CH3:1][C:2]1[CH:7]=[CH:6][C:5]([S:8]([OH:11])(=[O:10])=[O:9])=[CH:4][CH:3]=1.[NH:12]([CH3:14])[CH3:13].